Dataset: NCI-60 drug combinations with 297,098 pairs across 59 cell lines. Task: Regression. Given two drug SMILES strings and cell line genomic features, predict the synergy score measuring deviation from expected non-interaction effect. (1) Drug 1: CC1=C(C=C(C=C1)NC(=O)C2=CC=C(C=C2)CN3CCN(CC3)C)NC4=NC=CC(=N4)C5=CN=CC=C5. Drug 2: C1=CN(C=N1)CC(O)(P(=O)(O)O)P(=O)(O)O. Cell line: SW-620. Synergy scores: CSS=-5.34, Synergy_ZIP=3.50, Synergy_Bliss=-0.710, Synergy_Loewe=-6.69, Synergy_HSA=-7.98. (2) Cell line: U251. Drug 1: C1=NC2=C(N1)C(=S)N=C(N2)N. Synergy scores: CSS=37.9, Synergy_ZIP=-7.58, Synergy_Bliss=-3.50, Synergy_Loewe=-0.381, Synergy_HSA=2.28. Drug 2: CC1CCC2CC(C(=CC=CC=CC(CC(C(=O)C(C(C(=CC(C(=O)CC(OC(=O)C3CCCCN3C(=O)C(=O)C1(O2)O)C(C)CC4CCC(C(C4)OC)OCCO)C)C)O)OC)C)C)C)OC. (3) Drug 1: C1=CC(=C2C(=C1NCCNCCO)C(=O)C3=C(C=CC(=C3C2=O)O)O)NCCNCCO. Drug 2: C1C(C(OC1N2C=NC(=NC2=O)N)CO)O. Cell line: SNB-75. Synergy scores: CSS=56.0, Synergy_ZIP=0.977, Synergy_Bliss=-0.219, Synergy_Loewe=-32.2, Synergy_HSA=-3.29.